This data is from Full USPTO retrosynthesis dataset with 1.9M reactions from patents (1976-2016). The task is: Predict the reactants needed to synthesize the given product. (1) Given the product [Cl:22][C:23]1[N:28]=[CH:27][N:26]=[C:25]([NH:9][C:8]2[CH:10]=[CH:11][CH:12]=[C:6]([CH2:5][S:2]([CH3:1])(=[O:3])=[O:4])[CH:7]=2)[N:24]=1, predict the reactants needed to synthesize it. The reactants are: [CH3:1][S:2]([CH2:5][C:6]1[CH:7]=[C:8]([CH:10]=[CH:11][CH:12]=1)[NH2:9])(=[O:4])=[O:3].C(N(C(C)C)CC)(C)C.[Cl:22][C:23]1[N:28]=[C:27](Cl)[N:26]=[CH:25][N:24]=1. (2) The reactants are: [CH3:1][O:2][C:3]([C:5]1[O:6][CH:7]=[C:8](Br)[C:9]=1[CH2:10][N:11]([CH2:17][C:18]1[CH:23]=[CH:22][C:21]([O:24][CH3:25])=[CH:20][C:19]=1[O:26][CH3:27])[CH2:12][C:13]([O:15][CH3:16])=[O:14])=[O:4].[C:29]1(B(O)O)[CH:34]=[CH:33][CH:32]=[CH:31][CH:30]=1.P([O-])([O-])([O-])=O.[K+].[K+].[K+]. Given the product [CH3:1][O:2][C:3]([C:5]1[O:6][CH:7]=[C:8]([C:29]2[CH:34]=[CH:33][CH:32]=[CH:31][CH:30]=2)[C:9]=1[CH2:10][N:11]([CH2:17][C:18]1[CH:23]=[CH:22][C:21]([O:24][CH3:25])=[CH:20][C:19]=1[O:26][CH3:27])[CH2:12][C:13]([O:15][CH3:16])=[O:14])=[O:4], predict the reactants needed to synthesize it. (3) Given the product [CH3:14][S:15]([NH:13][C:8]1[CH:9]=[CH:10][CH:11]=[CH:12][C:7]=1[C:4]1[CH:5]=[CH:6][N:1]=[CH:2][CH:3]=1)(=[O:17])=[O:16], predict the reactants needed to synthesize it. The reactants are: [N:1]1[CH:6]=[CH:5][C:4]([C:7]2[CH:12]=[CH:11][CH:10]=[CH:9][C:8]=2[NH2:13])=[CH:3][CH:2]=1.[CH3:14][S:15](Cl)(=[O:17])=[O:16].N.CO.CCOC(C)=O. (4) Given the product [C:17]([CH:8]1[CH2:12][CH2:11][CH2:10][N:9]1[S:13]([NH2:16])(=[O:14])=[O:15])#[CH:18], predict the reactants needed to synthesize it. The reactants are: C([C:8]1([C:17]#[CH:18])[CH2:12][CH2:11][CH2:10][N:9]1[S:13]([NH2:16])(=[O:15])=[O:14])(OC(C)(C)C)=O.C(C1(S([NH-])(=O)=O)CC1)C. (5) Given the product [NH2:1][C:2]1[S:6][C:5]([C:7]2[CH:12]=[CH:11][CH:10]=[CH:9][CH:8]=2)=[N:4][C:3]=1[C:13]([OH:15])=[O:14], predict the reactants needed to synthesize it. The reactants are: [NH2:1][C:2]1[S:6][C:5]([C:7]2[CH:12]=[CH:11][CH:10]=[CH:9][CH:8]=2)=[N:4][C:3]=1[C:13]([O:15]CC)=[O:14].C(OC(C)C)(C)C.